This data is from Full USPTO retrosynthesis dataset with 1.9M reactions from patents (1976-2016). The task is: Predict the reactants needed to synthesize the given product. (1) Given the product [O:1]=[C:2]1[N:8]2[CH2:9][C@@H:4]([CH2:5][CH2:6][C@H:7]2[C:10]([NH:12][NH:13][C:14]([CH:16]2[CH2:17][CH2:18][NH:19][CH2:20][CH2:21]2)=[O:15])=[O:11])[N:3]1[O:29][S:30]([OH:33])(=[O:32])=[O:31], predict the reactants needed to synthesize it. The reactants are: [O:1]=[C:2]1[N:8]2[CH2:9][C@@H:4]([CH2:5][CH2:6][C@H:7]2[C:10]([NH:12][NH:13][C:14]([CH:16]2[CH2:21][CH2:20][N:19](C(OC(C)(C)C)=O)[CH2:18][CH2:17]2)=[O:15])=[O:11])[N:3]1[O:29][S:30]([OH:33])(=[O:32])=[O:31].[NH+]1C=CC=CC=1.FC(F)(F)C(O)=O. (2) Given the product [Cl:16][C:17]1[CH:18]=[CH:19][C:20]2[C:21]3[N:39]=[C:38]4[C:33]([CH:34]=[CH:35][CH:36]=[CH:37]4)=[C:23]4[CH:24]=[C:25]([O:6][S:3]([C:2]([F:15])([F:14])[F:1])(=[O:5])=[O:4])[CH:26]=[C:27]([N:28]([CH3:31])[C:29]=2[CH:30]=1)[C:22]=34, predict the reactants needed to synthesize it. The reactants are: [F:1][C:2]([F:15])([F:14])[S:3]([O:6]S(C(F)(F)F)(=O)=O)(=[O:5])=[O:4].[Cl:16][C:17]1[CH:18]=[CH:19][C:20]2[C:21]3[N:39]=[C:38]4[C:33]([CH:34]=[CH:35][CH:36]=[CH:37]4)=[C:23]4[CH:24]=[C:25](O)[CH:26]=[C:27]([N:28]([CH3:31])[C:29]=2[CH:30]=1)[C:22]=34. (3) Given the product [CH3:24][CH:25]([CH3:31])[CH2:26][S:27]([N:17]1[CH2:18][CH2:19][C:12]2([C:11](=[O:21])[N:10]([C:7]3[CH:8]=[CH:9][C:4]([O:3][C:2]([F:1])([F:22])[F:23])=[CH:5][CH:6]=3)[CH2:14][CH2:13]2)[CH2:15][C:16]1=[O:20])(=[O:29])=[O:28], predict the reactants needed to synthesize it. The reactants are: [F:1][C:2]([F:23])([F:22])[O:3][C:4]1[CH:9]=[CH:8][C:7]([N:10]2[CH2:14][CH2:13][C:12]3([CH2:19][CH2:18][NH:17][C:16](=[O:20])[CH2:15]3)[C:11]2=[O:21])=[CH:6][CH:5]=1.[CH3:24][CH:25]([CH3:31])[CH2:26][S:27](Cl)(=[O:29])=[O:28]. (4) Given the product [Cl:1][C:2]1[CH:3]=[C:4]([C:8]([NH:10][C@@H:11]2[CH2:16][CH2:15][NH:14][CH2:13][C@@H:12]2[CH3:21])=[O:9])[NH:5][C:6]=1[CH3:7], predict the reactants needed to synthesize it. The reactants are: [Cl:1][C:2]1[CH:3]=[C:4]([C:8]([NH:10][C@@H:11]2[CH2:16][CH2:15][N:14](C(OC)=O)[CH2:13][C@@H:12]2[CH3:21])=[O:9])[NH:5][C:6]=1[CH3:7].[OH-].[K+].O.NN.O. (5) Given the product [Br:12][C:4]1[C:5]([C:6]#[N:7])=[CH:8][C:9]2[N:10]([CH3:11])[C:13]([C:14]3[CH:15]=[N:16][CH:17]=[CH:18][CH:19]=3)=[N:1][C:2]=2[CH:3]=1, predict the reactants needed to synthesize it. The reactants are: [NH2:1][C:2]1[C:9]([NH:10][CH3:11])=[CH:8][C:5]([C:6]#[N:7])=[C:4]([Br:12])[CH:3]=1.[CH:13](=O)[C:14]1[CH:19]=[CH:18][CH:17]=[N:16][CH:15]=1.OOS([O-])=O.[K+]. (6) Given the product [CH3:1][C:2]1[N:3]=[C:4]2[CH:12]=[CH:11][CH:10]=[C:9]3[N:5]2[C:6]=1[C:7](=[O:13])[N:8]3[CH2:1][CH2:2][CH2:6][CH2:7][N:20]1[C:16](=[O:26])[C:17]2=[CH:25][CH:24]=[CH:23][CH:22]=[C:18]2[C:19]1=[O:21], predict the reactants needed to synthesize it. The reactants are: [CH3:1][C:2]1[N:3]=[C:4]2[CH:12]=[CH:11][CH:10]=[C:9]3[N:5]2[C:6]=1[C:7](=[O:13])[NH:8]3.[H-].[Na+].[C:16]1(=[O:26])[NH:20][C:19](=[O:21])[C:18]2=[CH:22][CH:23]=[CH:24][CH:25]=[C:17]12.O.